The task is: Regression. Given a peptide amino acid sequence and an MHC pseudo amino acid sequence, predict their binding affinity value. This is MHC class I binding data.. This data is from Peptide-MHC class I binding affinity with 185,985 pairs from IEDB/IMGT. (1) The MHC is HLA-A03:01 with pseudo-sequence HLA-A03:01. The binding affinity (normalized) is 0.818. The peptide sequence is GTHVLLPFY. (2) The peptide sequence is TSAPTTCSVL. The MHC is HLA-B35:03 with pseudo-sequence HLA-B35:03. The binding affinity (normalized) is 0.119.